From a dataset of Full USPTO retrosynthesis dataset with 1.9M reactions from patents (1976-2016). Predict the reactants needed to synthesize the given product. (1) Given the product [C:12]([C@H:16]1[CH2:21][CH2:20][C@H:19]([O:22][C:23]2[CH:24]=[C:25]3[C:30](=[CH:31][CH:32]=2)[CH:29]=[C:28]([C:33]([N+:35]([O-:37])=[O:36])([CH3:34])[CH2:40][CH2:39][C:38]([O:42][CH3:43])=[O:41])[CH:27]=[CH:26]3)[CH2:18][CH2:17]1)([CH3:13])([CH3:14])[CH3:15], predict the reactants needed to synthesize it. The reactants are: C(=O)([O-])[O-].[K+].[K+].CN(C)C=O.[C:12]([CH:16]1[CH2:21][CH2:20][CH:19]([O:22][C:23]2[CH:32]=[CH:31][C:30]3[C:25](=[CH:26][CH:27]=[C:28]([CH:33]([N+:35]([O-:37])=[O:36])[CH3:34])[CH:29]=3)[CH:24]=2)[CH2:18][CH2:17]1)([CH3:15])([CH3:14])[CH3:13].[C:38]([O:42][CH3:43])(=[O:41])[CH:39]=[CH2:40].[Cl-].[NH4+]. (2) Given the product [NH2:44][C:42]1[CH:43]=[CH:38][CH:39]=[CH:40][C:41]=1[NH:46][C:27](=[O:28])[C:26]1[CH:30]=[CH:31][C:23]([CH2:22][NH:21][C:18]2[CH:17]=[CH:16][C:15]([C:6]([C:5]([NH:4][CH:1]3[CH2:3][CH2:2]3)=[O:32])=[CH:7][C:8]3[CH:13]=[CH:12][C:11]([F:14])=[CH:10][CH:9]=3)=[CH:20][CH:19]=2)=[CH:24][CH:25]=1, predict the reactants needed to synthesize it. The reactants are: [CH:1]1([NH:4][C:5](=[O:32])[C:6]([C:15]2[CH:20]=[CH:19][C:18]([NH:21][CH2:22][C:23]3[CH:31]=[CH:30][C:26]([C:27](O)=[O:28])=[CH:25][CH:24]=3)=[CH:17][CH:16]=2)=[CH:7][C:8]2[CH:13]=[CH:12][C:11]([F:14])=[CH:10][CH:9]=2)[CH2:3][CH2:2]1.CN(C=O)C.[CH:38]1[CH:39]=[CH:40][C:41]2[N:46](O)N=[N:44][C:42]=2[CH:43]=1.C1(N)C=CC=CC=1N.